From a dataset of Full USPTO retrosynthesis dataset with 1.9M reactions from patents (1976-2016). Predict the reactants needed to synthesize the given product. (1) The reactants are: [Cl:1][C:2]1[CH:26]=[C:25]([Cl:27])[CH:24]=[CH:23][C:3]=1[CH2:4][NH:5][C@H:6]1[CH2:10][CH2:9][N:8]([C:11]2[CH:16]=[CH:15][C:14]([C:17]#[C:18][Si](C)(C)C)=[CH:13][N:12]=2)[CH2:7]1.[F-].C([N+](CCCC)(CCCC)CCCC)CCC.O. Given the product [Cl:1][C:2]1[CH:26]=[C:25]([Cl:27])[CH:24]=[CH:23][C:3]=1[CH2:4][NH:5][C@H:6]1[CH2:10][CH2:9][N:8]([C:11]2[CH:16]=[CH:15][C:14]([C:17]#[CH:18])=[CH:13][N:12]=2)[CH2:7]1, predict the reactants needed to synthesize it. (2) Given the product [N:31]1[CH:32]=[CH:33][CH:34]=[CH:35][C:30]=1[C:28]1[N:29]=[C:25]([NH:24][C:21]([C:19]2[CH:18]=[CH:17][C:16]3[N:12]([CH2:11][CH2:10][CH2:9][NH2:8])[CH:13]=[N:14][C:15]=3[CH:20]=2)=[O:23])[S:26][CH:27]=1, predict the reactants needed to synthesize it. The reactants are: C(OC([NH:8][CH2:9][CH2:10][CH2:11][N:12]1[C:16]2[CH:17]=[CH:18][C:19]([C:21]([OH:23])=O)=[CH:20][C:15]=2[N:14]=[CH:13]1)=O)(C)(C)C.[NH2:24][C:25]1[S:26][CH:27]=[C:28]([C:30]2[CH:35]=[CH:34][CH:33]=[CH:32][N:31]=2)[N:29]=1. (3) Given the product [Cl:1][C:2]1[CH:7]=[C:6]2[C:5](=[C:4]([F:24])[CH:3]=1)[C:8]([CH3:22])([CH3:23])[C:9](=[O:10])[C:11]([C:12]([O:14][CH2:15][CH3:16])=[O:13])=[C:17]2[OH:19], predict the reactants needed to synthesize it. The reactants are: [Cl:1][C:2]1[CH:7]=[CH:6][C:5]([C:8]([CH3:23])([CH3:22])[C:9]([CH:11]([C:17]([O:19]CC)=O)[C:12]([O:14][CH2:15][CH3:16])=[O:13])=[O:10])=[C:4]([F:24])[CH:3]=1.O=P12OP3(OP(OP(O3)(O1)=O)(=O)O2)=O. (4) Given the product [ClH:20].[CH2:2]([O:9][C:10]1[CH:19]=[C:18]2[C:13]([C:14]([NH:26][C:25]3[CH:27]=[C:28]([OH:29])[C:22]([Cl:21])=[CH:23][C:24]=3[F:30])=[N:15][CH:16]=[N:17]2)=[CH:12][CH:11]=1)[C:3]1[CH:8]=[CH:7][CH:6]=[CH:5][CH:4]=1, predict the reactants needed to synthesize it. The reactants are: Cl.[CH2:2]([O:9][C:10]1[CH:19]=[C:18]2[C:13]([C:14]([Cl:20])=[N:15][CH:16]=[N:17]2)=[CH:12][CH:11]=1)[C:3]1[CH:8]=[CH:7][CH:6]=[CH:5][CH:4]=1.[Cl:21][C:22]1[C:28]([OH:29])=[CH:27][C:25]([NH2:26])=[C:24]([F:30])[CH:23]=1. (5) Given the product [CH2:12]([O:11][C:9]([NH:1][CH2:2][CH2:3][C@@H:4]1[CH2:8][CH2:7][CH2:6][N:5]1[C:9]([O:11][C:12]([CH3:15])([CH3:14])[CH3:13])=[O:10])=[O:10])[C:22]1[CH:21]=[CH:8][CH:4]=[CH:3][CH:2]=1, predict the reactants needed to synthesize it. The reactants are: [NH2:1][CH2:2][CH2:3][C@@H:4]1[CH2:8][CH2:7][CH2:6][N:5]1[C:9]([O:11][C:12]([CH3:15])([CH3:14])[CH3:13])=[O:10].C(N([CH2:21][CH3:22])CC)C. (6) Given the product [CH3:1][O:2][C:3]1[CH:4]=[C:5]2[C:10](=[CH:11][CH:12]=1)[C:9](=[S:30])[NH:8][C:7]([CH3:14])=[C:6]2[C:15]1[CH:20]=[CH:19][CH:18]=[CH:17][CH:16]=1, predict the reactants needed to synthesize it. The reactants are: [CH3:1][O:2][C:3]1[CH:4]=[C:5]2[C:10](=[CH:11][CH:12]=1)[C:9](=O)[NH:8][C:7]([CH3:14])=[C:6]2[C:15]1[CH:20]=[CH:19][CH:18]=[CH:17][CH:16]=1.COC1C=CC(P2(SP(C3C=CC(OC)=CC=3)(=S)S2)=[S:30])=CC=1.CO.C(Cl)Cl. (7) Given the product [CH2:1]([NH:3][C:4]([N:6]1[C:14]2[C:13](=[CH:12][C:11]([O:15][C:16]3[CH:21]=[CH:20][N:19]=[C:18]([NH:22][C:23]([NH:37][CH2:36][CH2:35][O:34][CH2:32][CH3:33])=[O:31])[CH:17]=3)=[CH:10][CH:9]=2)[CH:8]=[CH:7]1)=[O:5])[CH3:2], predict the reactants needed to synthesize it. The reactants are: [CH2:1]([NH:3][C:4]([N:6]1[C:14]2[C:9](=[CH:10][C:11]([O:15][C:16]3[CH:21]=[CH:20][N:19]=[C:18]([NH:22][C:23](=[O:31])OC4C=CC=CC=4)[CH:17]=3)=[CH:12][CH:13]=2)[CH:8]=[CH:7]1)=[O:5])[CH3:2].[CH2:32]([O:34][CH2:35][CH2:36][NH2:37])[CH3:33]. (8) Given the product [ClH:1].[OH:16][C:15]1[C:10]2[CH2:9][CH2:8][CH2:7][C:6]3[CH:5]=[C:4]([N:35]4[CH2:36][CH2:37][C:38]5([CH2:42][CH2:41][NH:40][CH2:39]5)[CH2:34]4)[CH:3]=[CH:2][C:33]=3[C:11]=2[NH:12][C:13](=[O:21])[C:14]=1[C:17]([OH:19])=[O:18], predict the reactants needed to synthesize it. The reactants are: [Cl:1][C:2]1[CH:3]=[CH:4][C:5]2[C:11]3[N:12](CC4C=CC(OC)=CC=4OC)[C:13](=[O:21])[C:14]([C:17]([O:19]C)=[O:18])=[C:15]([OH:16])[C:10]=3[CH2:9][CH2:8][CH2:7][C:6]=2[CH:33]=1.[CH2:34]1[C:38]2([CH2:42][CH2:41][NH:40][CH2:39]2)[CH2:37][CH2:36][N:35]1C(OC(C)(C)C)=O. (9) The reactants are: [F:1][C:2]([F:58])([F:57])[C:3]1[CH:4]=[C:5]([CH:50]=[C:51]([C:53]([F:56])([F:55])[F:54])[CH:52]=1)[C:6]([N:8]1[CH2:13][CH2:12][O:11][C@:10]([CH2:22][CH2:23][N:24]2[CH2:29][CH2:28][C:27]3([C:37]4[C:32](=[CH:33][CH:34]=[CH:35][CH:36]=4)[CH2:31][C@@H:30]3[O:38][CH2:39][C:40]([N:42]([CH2:44][CH2:45][O:46][CH2:47][CH2:48][OH:49])[CH3:43])=[O:41])[CH2:26][CH2:25]2)([C:14]2[CH:19]=[CH:18][C:17]([Cl:20])=[C:16]([Cl:21])[CH:15]=2)[CH2:9]1)=[O:7].Cl.O1CCOCC1. Given the product [ClH:20].[F:56][C:53]([F:54])([F:55])[C:51]1[CH:50]=[C:5]([CH:4]=[C:3]([C:2]([F:58])([F:57])[F:1])[CH:52]=1)[C:6]([N:8]1[CH2:13][CH2:12][O:11][C@:10]([CH2:22][CH2:23][N:24]2[CH2:29][CH2:28][C:27]3([C:37]4[C:32](=[CH:33][CH:34]=[CH:35][CH:36]=4)[CH2:31][C@@H:30]3[O:38][CH2:39][C:40]([N:42]([CH2:44][CH2:45][O:46][CH2:47][CH2:48][OH:49])[CH3:43])=[O:41])[CH2:26][CH2:25]2)([C:14]2[CH:19]=[CH:18][C:17]([Cl:20])=[C:16]([Cl:21])[CH:15]=2)[CH2:9]1)=[O:7], predict the reactants needed to synthesize it.